Task: Regression. Given a peptide amino acid sequence and an MHC pseudo amino acid sequence, predict their binding affinity value. This is MHC class II binding data.. Dataset: Peptide-MHC class II binding affinity with 134,281 pairs from IEDB (1) The peptide sequence is GVKGFTLGRDGHEKP. The MHC is DRB5_0101 with pseudo-sequence DRB5_0101. The binding affinity (normalized) is 0.408. (2) The peptide sequence is PGVDYTITVYAVTYY. The MHC is HLA-DQA10301-DQB10302 with pseudo-sequence HLA-DQA10301-DQB10302. The binding affinity (normalized) is 0.216. (3) The peptide sequence is ASIVKASFEEGKCGL. The MHC is DRB4_0103 with pseudo-sequence DRB4_0103. The binding affinity (normalized) is 0.